This data is from Reaction yield outcomes from USPTO patents with 853,638 reactions. The task is: Predict the reaction yield, written as a fraction of the theoretical maximum amount of product (1.0 means a 100% yield; for example, 0.34 means a 34% yield). The reactants are Cl[C:2]1[C:3](=[O:18])[NH:4][C:5]2[C:10]([N:11]=1)=[CH:9][C:8]([C:12]([O:14][CH3:15])=[O:13])=[C:7]([O:16][CH3:17])[CH:6]=2.C[CH2:20][N:21](C(C)C)[CH:22]([CH3:24])[CH3:23].CNC(C)C. The catalyst is CS(C)=O. The product is [CH:22]([N:21]([CH3:20])[C:2]1[C:3](=[O:18])[NH:4][C:5]2[C:10]([N:11]=1)=[CH:9][C:8]([C:12]([O:14][CH3:15])=[O:13])=[C:7]([O:16][CH3:17])[CH:6]=2)([CH3:24])[CH3:23]. The yield is 0.730.